From a dataset of Catalyst prediction with 721,799 reactions and 888 catalyst types from USPTO. Predict which catalyst facilitates the given reaction. (1) Reactant: [C:1]([O:5][C:6]([NH:8][C@:9]([CH3:20])([CH2:13][C:14]1[CH:19]=[CH:18][CH:17]=[CH:16][CH:15]=1)[CH:10]=[N:11][OH:12])=[O:7])([CH3:4])([CH3:3])[CH3:2].[CH3:21][N:22]([C:27]1[CH:28]=[C:29]([CH:42]=[C:43]([C:45]#[CH:46])[CH:44]=1)[C:30]([NH:32][C@@H:33]([C:35]1[CH:40]=[CH:39][C:38]([F:41])=[CH:37][CH:36]=1)[CH3:34])=[O:31])[S:23]([CH3:26])(=[O:25])=[O:24].C(N(CC)CC)C. Product: [CH3:21][N:22]([C:27]1[CH:28]=[C:29]([CH:42]=[C:43]([C:45]2[O:12][N:11]=[C:10]([C@@:9]([NH:8][C:6]([O:5][C:1]([CH3:4])([CH3:2])[CH3:3])=[O:7])([CH3:20])[CH2:13][C:14]3[CH:15]=[CH:16][CH:17]=[CH:18][CH:19]=3)[CH:46]=2)[CH:44]=1)[C:30]([NH:32][C@@H:33]([C:35]1[CH:40]=[CH:39][C:38]([F:41])=[CH:37][CH:36]=1)[CH3:34])=[O:31])[S:23]([CH3:26])(=[O:25])=[O:24]. The catalyst class is: 3. (2) Reactant: [CH2:1]([O:8][CH2:9][C@@H:10]([NH:32][C:33](=[O:45])[C:34]([NH:37]C(=O)OC(C)(C)C)([CH3:36])[CH3:35])[C:11]([N:13]1[CH2:31][CH2:30][CH2:29][C:15]2([C:19](=[O:20])[N:18]([CH3:21])[CH2:17][CH:16]2[C:22]2[CH:27]=[CH:26][C:25]([CH3:28])=[CH:24][CH:23]=2)[CH2:14]1)=[O:12])[C:2]1[CH:7]=[CH:6][CH:5]=[CH:4][CH:3]=1.C(O)(C(F)(F)F)=O.[OH-].[Na+]. The catalyst class is: 2. Product: [NH2:37][C:34]([CH3:36])([CH3:35])[C:33]([NH:32][C@H:10]([CH2:9][O:8][CH2:1][C:2]1[CH:7]=[CH:6][CH:5]=[CH:4][CH:3]=1)[C:11]([N:13]1[CH2:31][CH2:30][CH2:29][C:15]2([C:19](=[O:20])[N:18]([CH3:21])[CH2:17][CH:16]2[C:22]2[CH:27]=[CH:26][C:25]([CH3:28])=[CH:24][CH:23]=2)[CH2:14]1)=[O:12])=[O:45].